Predict the reactants needed to synthesize the given product. From a dataset of Full USPTO retrosynthesis dataset with 1.9M reactions from patents (1976-2016). (1) Given the product [O:32]1[C:36]2[CH:37]=[CH:38][C:39]([S:41]([N:12]3[C:8]([C:7]4[C:2]([F:1])=[N:3][CH:4]=[CH:5][CH:6]=4)=[CH:9][C:10]([CH:13]=[O:14])=[CH:11]3)(=[O:42])=[O:43])=[CH:40][C:35]=2[O:34][CH2:33]1, predict the reactants needed to synthesize it. The reactants are: [F:1][C:2]1[C:7]([C:8]2[NH:12][CH:11]=[C:10]([CH:13]=[O:14])[CH:9]=2)=[CH:6][CH:5]=[CH:4][N:3]=1.[H-].[Na+].C1OCCOCCOCCOCCOC1.[O:32]1[C:36]2[CH:37]=[CH:38][C:39]([S:41](Cl)(=[O:43])=[O:42])=[CH:40][C:35]=2[O:34][CH2:33]1. (2) Given the product [Br:1][C:2]1[C:3]([N:23]2[CH2:28][CH2:27][CH2:26][C@@H:25]([NH:29][C:30](=[O:36])[O:31][C:32]([CH3:34])([CH3:33])[CH3:35])[CH2:24]2)=[C:4]2[C:10]([NH:11][C:12](=[O:21])[C:13]3[CH:18]=[C:17]([CH3:19])[CH:16]=[CH:15][C:14]=3[F:20])=[CH:9][NH:8][C:5]2=[N:6][CH:7]=1, predict the reactants needed to synthesize it. The reactants are: [Br:1][C:2]1[C:3](F)=[C:4]2[C:10]([NH:11][C:12](=[O:21])[C:13]3[CH:18]=[C:17]([CH3:19])[CH:16]=[CH:15][C:14]=3[F:20])=[CH:9][NH:8][C:5]2=[N:6][CH:7]=1.[NH:23]1[CH2:28][CH2:27][CH2:26][C@@H:25]([NH:29][C:30](=[O:36])[O:31][C:32]([CH3:35])([CH3:34])[CH3:33])[CH2:24]1.